From a dataset of Forward reaction prediction with 1.9M reactions from USPTO patents (1976-2016). Predict the product of the given reaction. (1) Given the reactants [Cl:1][C:2]1[CH:7]=[C:6]([N+:8]([O-:10])=[O:9])[C:5](F)=[CH:4][C:3]=1[Cl:12].[CH3:13][NH2:14], predict the reaction product. The product is: [Cl:1][C:2]1[C:3]([Cl:12])=[CH:4][C:5]([NH:14][CH3:13])=[C:6]([N+:8]([O-:10])=[O:9])[CH:7]=1. (2) Given the reactants [Br:1][C:2]1[N:11]=[C:5]2[CH:6]=[C:7](Br)[CH:8]=[CH:9][N:4]2[N:3]=1.[C:12](=[O:19])([O:14][C:15]([CH3:18])([CH3:17])[CH3:16])[NH2:13].C(=O)([O-])[O-].[Cs+].[Cs+], predict the reaction product. The product is: [C:15]([O:14][C:12](=[O:19])[NH:13][C:7]1[CH:8]=[CH:9][N:4]2[N:3]=[C:2]([Br:1])[N:11]=[C:5]2[CH:6]=1)([CH3:18])([CH3:17])[CH3:16]. (3) Given the reactants [C:1]([C:3]1[CH:4]=[C:5]2[C:9](=[CH:10][CH:11]=1)[NH:8][CH:7]=[CH:6]2)#[N:2].[N:12]([O-])=O.[Na+].Cl.[OH2:17], predict the reaction product. The product is: [CH:7]([C:6]1[C:5]2[C:9](=[CH:10][CH:11]=[C:3]([C:1]#[N:2])[CH:4]=2)[NH:8][N:12]=1)=[O:17]. (4) Given the reactants [OH:1][NH:2][C:3]([C:5]1[CH:10]=[CH:9][C:8]([CH2:11][C:12]([O:14]C)=[O:13])=[CH:7][CH:6]=1)=[NH:4], predict the reaction product. The product is: [OH:1][NH:2][C:3]([C:5]1[CH:6]=[CH:7][C:8]([CH2:11][C:12]([OH:14])=[O:13])=[CH:9][CH:10]=1)=[NH:4]. (5) Given the reactants ClC1C=C2C(=CC=1)[N:7](S(C1C=CC=CC=1)(=O)=O)C(C(OCC)=O)=C2S(Cl)(=O)=O.[Br:29][C:30]1[CH:31]=[C:32]2[C:36](=[CH:37][CH:38]=1)[N:35](S(C1C=CC=CC=1)(=O)=O)[C:34]([C:48]([O:50]CC)=O)=[C:33]2[S:53](Cl)(=[O:55])=[O:54].N1CCOCC1.[NH:63]1[CH2:69][CH2:68][C:67](=[O:70])[NH:66][CH2:65][CH2:64]1, predict the reaction product. The product is: [Br:29][C:30]1[CH:31]=[C:32]2[C:36](=[CH:37][CH:38]=1)[NH:35][C:34]([C:48]([NH2:7])=[O:50])=[C:33]2[S:53]([N:63]1[CH2:69][CH2:68][C:67](=[O:70])[NH:66][CH2:65][CH2:64]1)(=[O:54])=[O:55]. (6) The product is: [CH3:1][N:2]([CH3:19])[C@H:3]1[CH2:7][CH2:6][C@H:5]([C:8]2[C:16]3[C:11](=[CH:12][CH:13]=[C:14]([C:17]#[N:18])[CH:15]=3)[NH:10][CH:9]=2)[CH2:4]1. Given the reactants [CH3:1][N:2]([CH3:19])[CH:3]1[CH2:7][CH2:6][C@H:5]([C:8]2[C:16]3[C:11](=[CH:12][CH:13]=[C:14]([C:17]#[N:18])[CH:15]=3)[NH:10][CH:9]=2)[CH2:4]1.C(O)C.CCCCCC, predict the reaction product. (7) Given the reactants [NH2:1][C:2]1[CH:10]=[C:9]([CH3:11])[CH:8]=[CH:7][C:3]=1[C:4]([OH:6])=O.N1[CH:16]=[CH:15]N=C1.C(Cl)(=O)C.Cl.[NH2:22][CH:23]1[CH2:28][CH2:27][C:26](=[O:29])[NH:25][C:24]1=[O:30].P(OC1C=CC=CC=1)(OC1C=CC=CC=1)OC1C=CC=CC=1, predict the reaction product. The product is: [CH3:15][C:16]1[N:22]([CH:23]2[CH2:28][CH2:27][C:26](=[O:29])[NH:25][C:24]2=[O:30])[C:4](=[O:6])[C:3]2[C:2](=[CH:10][C:9]([CH3:11])=[CH:8][CH:7]=2)[N:1]=1. (8) Given the reactants [N:1]1[C:10]2[C:5](=[CH:6][C:7]([C:11]([OH:13])=O)=[CH:8][CH:9]=2)[CH:4]=[CH:3][CH:2]=1.C1(N=C=NC2CCCCC2)CCCCC1.[CH2:29]([O:36][C:37]1[CH:44]=[CH:43][C:40]([CH2:41][NH2:42])=[CH:39][CH:38]=1)[C:30]1[CH:35]=[CH:34][CH:33]=[CH:32][CH:31]=1.N1C2C(=NC=CC=2)C=C1, predict the reaction product. The product is: [CH2:29]([O:36][C:37]1[CH:38]=[CH:39][C:40]([CH2:41][NH:42][C:11]([C:7]2[CH:6]=[C:5]3[C:10](=[CH:9][CH:8]=2)[N:1]=[CH:2][CH:3]=[CH:4]3)=[O:13])=[CH:43][CH:44]=1)[C:30]1[CH:31]=[CH:32][CH:33]=[CH:34][CH:35]=1.